Dataset: Forward reaction prediction with 1.9M reactions from USPTO patents (1976-2016). Task: Predict the product of the given reaction. (1) Given the reactants Cl.[NH2:2][C@@H:3]([CH2:24][CH:25]1[CH2:30][CH2:29][CH2:28][CH2:27][CH2:26]1)[C:4]([NH:6][C@H:7]1[CH2:13][CH2:12][CH2:11][N:10]([S:14]([C:17]2[CH:22]=[CH:21][CH:20]=[CH:19][N:18]=2)(=[O:16])=[O:15])[CH2:9][C@@H:8]1[OH:23])=[O:5].[CH3:31][C:32]1[O:33][CH:34]=[CH:35][C:36]=1[C:37](O)=[O:38].CC(OI1(OC(C)=O)(OC(C)=O)OC(=O)C2C=CC=CC1=2)=O, predict the reaction product. The product is: [CH:25]1([CH2:24][C@H:3]([NH:2][C:37]([C:36]2[CH:35]=[CH:34][O:33][C:32]=2[CH3:31])=[O:38])[C:4](=[O:5])[NH:6][C@H:7]2[CH2:13][CH2:12][CH2:11][N:10]([S:14]([C:17]3[CH:22]=[CH:21][CH:20]=[CH:19][N:18]=3)(=[O:15])=[O:16])[CH2:9][C:8]2=[O:23])[CH2:30][CH2:29][CH2:28][CH2:27][CH2:26]1. (2) Given the reactants FC(F)(F)C(O)=O.[CH3:8][CH:9]([CH3:25])[CH2:10][CH2:11][O:12][C:13]1[N:21]=[C:20]2[C:16]([N:17]=[C:18]([O:22][CH3:23])[NH:19]2)=[C:15]([NH2:24])[N:14]=1.C(=O)([O-])[O-].[K+].[K+].Br[CH2:33][CH:34]1[CH2:39][CH2:38][O:37][CH2:36][CH2:35]1, predict the reaction product. The product is: [CH3:8][CH:9]([CH3:25])[CH2:10][CH2:11][O:12][C:13]1[N:21]=[C:20]2[C:16]([N:17]=[C:18]([O:22][CH3:23])[N:19]2[CH2:33][CH:34]2[CH2:39][CH2:38][O:37][CH2:36][CH2:35]2)=[C:15]([NH2:24])[N:14]=1. (3) Given the reactants [O:1]1[C:17](OC)([CH2:18][CH2:19][CH2:20][CH2:21][CH2:22][CH2:23]C)[CH:16]([OH:27])[CH:15]([OH:28])[C:2]1(C(OC)=O)[C:3]([C:11]([O:13][CH3:14])=[O:12])(O)[CH:4]([OH:9])[C:5]([O:7][CH3:8])=[O:6], predict the reaction product. The product is: [CH2:17]([C:16]12[O:27][C:3]([C:11]([O:13][CH3:14])=[O:12])([CH:2]([OH:1])[CH:15]1[OH:28])[C:4]([C:5]([O:7][CH3:8])=[O:6])([OH:9])[CH:4]([C:5]([O:7][CH3:8])=[O:6])[O:9]2)[CH2:18][CH2:19][CH2:20][CH2:21][CH2:22][CH3:23].